From a dataset of Full USPTO retrosynthesis dataset with 1.9M reactions from patents (1976-2016). Predict the reactants needed to synthesize the given product. (1) Given the product [CH2:15]([O:17][C:18]([C@@H:20]1[CH2:22][C@H:21]1[C:23]1[CH:28]=[C:27]([F:29])[C:26]([NH:30][CH2:42][C:41]2[CH:44]=[CH:45][CH:46]=[C:39]([O:32][C:33]3[CH:38]=[CH:37][CH:36]=[CH:35][CH:34]=3)[CH:40]=2)=[CH:25][C:24]=1[F:31])=[O:19])[CH3:16], predict the reactants needed to synthesize it. The reactants are: C(O[BH-](OC(=O)C)OC(=O)C)(=O)C.[Na+].[CH2:15]([O:17][C:18]([C@@H:20]1[CH2:22][C@H:21]1[C:23]1[CH:28]=[C:27]([F:29])[C:26]([NH2:30])=[CH:25][C:24]=1[F:31])=[O:19])[CH3:16].[O:32]([C:39]1[CH:40]=[C:41]([CH:44]=[CH:45][CH:46]=1)[CH:42]=O)[C:33]1[CH:38]=[CH:37][CH:36]=[CH:35][CH:34]=1.C(OCC)(=O)C. (2) Given the product [O:11]([C:18]1[CH:19]=[CH:20][C:21]([O:24][C:2]2[C:3]3[N:10]([CH2:26][C@@H:27]4[CH2:30][CH2:29][N:28]4[C:31](=[O:33])[CH:38]=[CH2:39])[CH:9]=[CH:8][C:4]=3[N:5]=[CH:6][N:7]=2)=[CH:22][CH:23]=1)[C:12]1[CH:17]=[CH:16][CH:15]=[CH:14][CH:13]=1, predict the reactants needed to synthesize it. The reactants are: Cl[C:2]1[C:3]2[NH:10][CH:9]=[CH:8][C:4]=2[N:5]=[CH:6][N:7]=1.[O:11]([C:18]1[CH:23]=[CH:22][C:21]([OH:24])=[CH:20][CH:19]=1)[C:12]1[CH:17]=[CH:16][CH:15]=[CH:14][CH:13]=1.O[CH2:26][C@@H:27]1[CH2:30][CH2:29][N:28]1[C:31]([O:33]C(C)(C)C)=O.[C:38](Cl)(=O)[CH:39]=C. (3) Given the product [CH3:9][N:10]1[CH:14]=[C:13]([C:15]2[N:19]([C:20]3[CH:21]=[N:22][CH:23]=[CH:24][CH:25]=3)[N:18]=[C:17]([C:26]([N:5]3[CH2:6][CH2:7][CH2:8][C@H:4]3[CH2:3][F:2])=[O:27])[CH:16]=2)[CH:12]=[N:11]1, predict the reactants needed to synthesize it. The reactants are: Cl.[F:2][CH2:3][C@@H:4]1[CH2:8][CH2:7][CH2:6][NH:5]1.[CH3:9][N:10]1[CH:14]=[C:13]([C:15]2[N:19]([C:20]3[CH:21]=[N:22][CH:23]=[CH:24][CH:25]=3)[N:18]=[C:17]([C:26](O)=[O:27])[CH:16]=2)[CH:12]=[N:11]1.Cl.CN(C)CCCN=C=NCC.ON1C2C=CC=CC=2N=N1.